The task is: Predict the reactants needed to synthesize the given product.. This data is from Full USPTO retrosynthesis dataset with 1.9M reactions from patents (1976-2016). (1) Given the product [F:28][C:27]1[C:22]([NH:21][CH:16]([C:17]([CH3:20])([CH3:19])[CH3:18])[CH2:15][C:14]2[O:3][N:4]=[C:5]([OH:6])[CH:9]=2)=[N:23][C:24]([C:29]2[C:37]3[C:32](=[N:33][CH:34]=[C:35]([F:38])[CH:36]=3)[NH:31][CH:30]=2)=[N:25][CH:26]=1, predict the reactants needed to synthesize it. The reactants are: [OH-].[Na+].[OH:3][NH:4][C:5](N)=[O:6].Br[CH:9]([CH:14](Br)[CH2:15][CH:16]([NH:21][C:22]1[C:27]([F:28])=[CH:26][N:25]=[C:24]([C:29]2[C:37]3[C:32](=[N:33][CH:34]=[C:35]([F:38])[CH:36]=3)[NH:31][CH:30]=2)[N:23]=1)[C:17]([CH3:20])([CH3:19])[CH3:18])C(OC)=O.CC(O)=O. (2) Given the product [Cl:14][C:7]1[C:8]2[C:13](=[CH:12][CH:11]=[CH:10][CH:9]=2)[C:4]([CH2:1][CH2:2][CH2:3][OH:25])=[C:5]([OH:15])[N:6]=1, predict the reactants needed to synthesize it. The reactants are: [CH2:1]([C:4]1[C:13]2[C:8](=[CH:9][CH:10]=[CH:11][CH:12]=2)[C:7]([Cl:14])=[N:6][C:5]=1[OH:15])[CH:2]=[CH2:3].B1C2CCCC1CCC2.[OH-:25].[Na+].OO. (3) Given the product [C:10]([CH2:12][C:13]1([N:27]2[CH:31]=[C:30]([C:32]3[CH:37]=[CH:36][N:35]=[C:34]4[NH:38][CH:39]=[CH:40][C:33]=34)[CH:29]=[N:28]2)[CH2:16][N:15]([C:17]2[CH:25]=[CH:24][C:20]([C:21]([NH:4][CH:1]([CH3:3])[CH3:2])=[O:22])=[CH:19][C:18]=2[F:26])[CH2:14]1)#[N:11], predict the reactants needed to synthesize it. The reactants are: [CH:1]([N:4](CC)C(C)C)([CH3:3])[CH3:2].[C:10]([CH2:12][C:13]1([N:27]2[CH:31]=[C:30]([C:32]3[CH:37]=[CH:36][N:35]=[C:34]4[NH:38][CH:39]=[CH:40][C:33]=34)[CH:29]=[N:28]2)[CH2:16][N:15]([C:17]2[CH:25]=[CH:24][C:20]([C:21](O)=[O:22])=[CH:19][C:18]=2[F:26])[CH2:14]1)#[N:11].F[P-](F)(F)(F)(F)F.N1(O[P+](N(C)C)(N(C)C)N(C)C)C2C=CC=CC=2N=N1.CC(N)C.C([O-])(O)=O.[Na+]. (4) Given the product [F:8][C:4]1[N:3]=[C:2]([F:1])[CH:7]=[CH:6][C:5]=1[C:9]([OH:11])=[O:10], predict the reactants needed to synthesize it. The reactants are: [F:1][C:2]1[CH:7]=[CH:6][CH:5]=[C:4]([F:8])[N:3]=1.[C:9](=[O:11])=[O:10]. (5) Given the product [CH3:10][O:11][C:12]1[CH:17]=[CH:16][CH:15]=[CH:14][C:13]=1[N:18]1[CH2:19][CH2:20][N:21]([CH2:24][CH:25]2[CH2:30][CH2:29][N:28]([C:1]([C:2]3[CH:7]=[CH:6][CH:5]=[CH:4][CH:3]=3)=[O:8])[CH2:27][CH2:26]2)[CH2:22][CH2:23]1, predict the reactants needed to synthesize it. The reactants are: [C:1](Cl)(=[O:8])[C:2]1[CH:7]=[CH:6][CH:5]=[CH:4][CH:3]=1.[CH3:10][O:11][C:12]1[CH:17]=[CH:16][CH:15]=[CH:14][C:13]=1[N:18]1[CH2:23][CH2:22][N:21]([CH2:24][CH:25]2[CH2:30][CH2:29][NH:28][CH2:27][CH2:26]2)[CH2:20][CH2:19]1.C(N(CC)CC)C. (6) The reactants are: Cl.[NH2:2][CH2:3][C:4]1[CH:12]=[CH:11][CH:10]=[C:9]2[C:5]=1[CH2:6][N:7]([CH:14]1[CH2:19][CH2:18][C:17](=[O:20])[NH:16][C:15]1=[O:21])[C:8]2=[O:13].[C:22]1([CH3:31])[CH:27]=[CH:26][CH:25]=[C:24]([C:28](Cl)=[O:29])[CH:23]=1. Given the product [O:21]=[C:15]1[CH:14]([N:7]2[CH2:6][C:5]3[C:9](=[CH:10][CH:11]=[CH:12][C:4]=3[CH2:3][NH:2][C:28](=[O:29])[C:24]3[CH:25]=[CH:26][CH:27]=[C:22]([CH3:31])[CH:23]=3)[C:8]2=[O:13])[CH2:19][CH2:18][C:17](=[O:20])[NH:16]1, predict the reactants needed to synthesize it. (7) Given the product [F:1][C:2]1[CH:3]=[C:4]([CH:8]=[CH:9][C:10]=1[O:11][CH3:12])[C:5]([O:7][C:19]1[C:18]([NH:17][C:5](=[O:6])[C:4]2[CH:8]=[CH:9][C:10]([O:11][CH3:12])=[C:2]([F:1])[CH:3]=2)=[CH:23][C:22]([O:24][CH3:25])=[CH:21][C:20]=1[Br:26])=[O:6], predict the reactants needed to synthesize it. The reactants are: [F:1][C:2]1[CH:3]=[C:4]([CH:8]=[CH:9][C:10]=1[O:11][CH3:12])[C:5]([OH:7])=[O:6].S(Cl)(Cl)=O.[NH2:17][C:18]1[CH:23]=[C:22]([O:24][CH3:25])[CH:21]=[C:20]([Br:26])[C:19]=1O. (8) The reactants are: C(OC(=O)[NH:7][CH2:8][CH2:9][CH:10]1[CH2:15][CH2:14][N:13]([C:16]2[C:25]3[C:20](=[N:21][CH:22]=[C:23]([O:26][CH3:27])[CH:24]=3)[N:19]=[CH:18][C:17]=2[Cl:28])[CH2:12][CH2:11]1)(C)(C)C.C(O)(C(F)(F)F)=O. Given the product [Cl:28][C:17]1[CH:18]=[N:19][C:20]2[C:25]([C:16]=1[N:13]1[CH2:14][CH2:15][CH:10]([CH2:9][CH2:8][NH2:7])[CH2:11][CH2:12]1)=[CH:24][C:23]([O:26][CH3:27])=[CH:22][N:21]=2, predict the reactants needed to synthesize it.